From a dataset of Peptide-MHC class II binding affinity with 134,281 pairs from IEDB. Regression. Given a peptide amino acid sequence and an MHC pseudo amino acid sequence, predict their binding affinity value. This is MHC class II binding data. The peptide sequence is VVVHITDDNEEPIAP. The MHC is HLA-DPA10103-DPB10401 with pseudo-sequence HLA-DPA10103-DPB10401. The binding affinity (normalized) is 0.